The task is: Predict the reactants needed to synthesize the given product.. This data is from Full USPTO retrosynthesis dataset with 1.9M reactions from patents (1976-2016). (1) The reactants are: [NH2:1][C:2]1[N:7]=[C:6]([C:8]2[CH:13]=[C:12]([Br:14])[CH:11]=[CH:10][C:9]=2[OH:15])[CH:5]=[C:4](Cl)[N:3]=1.[Cl:17][C:18]1[CH:24]=[CH:23][C:21]([NH2:22])=[CH:20][CH:19]=1. Given the product [NH2:1][C:2]1[N:7]=[C:6]([C:8]2[CH:13]=[C:12]([Br:14])[CH:11]=[CH:10][C:9]=2[OH:15])[CH:5]=[C:4]([NH:22][C:21]2[CH:23]=[CH:24][C:18]([Cl:17])=[CH:19][CH:20]=2)[N:3]=1, predict the reactants needed to synthesize it. (2) Given the product [CH3:1][C:2]1[CH:3]=[CH:4][C:5]([S:8]([O:11][CH2:12][CH:13]2[CH2:22][CH2:21][C:20]3[C:15](=[C:16]([C:33]4[CH:34]=[CH:35][CH:36]=[CH:37][C:32]=4[Cl:31])[CH:17]=[CH:18][CH:19]=3)[O:14]2)(=[O:9])=[O:10])=[CH:6][CH:7]=1, predict the reactants needed to synthesize it. The reactants are: [CH3:1][C:2]1[CH:7]=[CH:6][C:5]([S:8]([O:11][CH2:12][CH:13]2[CH2:22][CH2:21][C:20]3[C:15](=[C:16](OS(C(F)(F)F)(=O)=O)[CH:17]=[CH:18][CH:19]=3)[O:14]2)(=[O:10])=[O:9])=[CH:4][CH:3]=1.[Cl:31][C:32]1[CH:37]=[CH:36][CH:35]=[CH:34][C:33]=1B(O)O.C(=O)([O-])[O-].[K+].[K+].[Cl-].[Li+].